This data is from Full USPTO retrosynthesis dataset with 1.9M reactions from patents (1976-2016). The task is: Predict the reactants needed to synthesize the given product. Given the product [C:29]([O:33][C:34]([N:36]1[C:40]2([CH2:45][CH2:44][N:43]([CH2:11][C:9]3[S:10][C:5]4[C:4]([N:23]5[CH2:28][CH2:27][O:26][CH2:25][CH2:24]5)=[N:3][C:2]([Cl:1])=[N:7][C:6]=4[CH:8]=3)[CH2:42][CH2:41]2)[CH2:39][CH2:38][CH2:37]1)=[O:35])([CH3:32])([CH3:30])[CH3:31], predict the reactants needed to synthesize it. The reactants are: [Cl:1][C:2]1[N:3]=[C:4]([N:23]2[CH2:28][CH2:27][O:26][CH2:25][CH2:24]2)[C:5]2[S:10][C:9]([CH2:11]N3CCC(NCC4CC4)CC3)=[CH:8][C:6]=2[N:7]=1.[C:29]([O:33][C:34]([N:36]1[C:40]2([CH2:45][CH2:44][NH:43][CH2:42][CH2:41]2)[CH2:39][CH2:38][CH2:37]1)=[O:35])([CH3:32])([CH3:31])[CH3:30].